Dataset: Catalyst prediction with 721,799 reactions and 888 catalyst types from USPTO. Task: Predict which catalyst facilitates the given reaction. (1) Reactant: [H-].[Na+].[F:3][C:4]([F:9])([CH2:7][OH:8])[CH2:5][OH:6].Cl[C:11]1[N:16]=[CH:15][C:14]([C:17]#[N:18])=[CH:13][CH:12]=1. Product: [F:3][C:4]([F:9])([CH2:7][OH:8])[CH2:5][O:6][C:11]1[N:16]=[CH:15][C:14]([C:17]#[N:18])=[CH:13][CH:12]=1. The catalyst class is: 9. (2) Reactant: Cl[C:2]1[N:7]=[C:6]([NH:8][C:9]2[CH:10]=[C:11]3[C:15](=[CH:16][CH:17]=2)[NH:14][N:13]=[CH:12]3)[C:5]([CH3:18])=[C:4]([CH3:19])[N:3]=1.[CH3:20][O:21][C:22]1[CH:23]=[C:24]2[C:28](=[CH:29][CH:30]=1)[CH2:27][NH:26][CH2:25]2.C([O-])([O-])=O.[K+].[K+]. Product: [CH3:20][O:21][C:22]1[CH:23]=[C:24]2[C:28](=[CH:29][CH:30]=1)[CH2:27][N:26]([C:2]1[N:7]=[C:6]([NH:8][C:9]3[CH:10]=[C:11]4[C:15](=[CH:16][CH:17]=3)[NH:14][N:13]=[CH:12]4)[C:5]([CH3:18])=[C:4]([CH3:19])[N:3]=1)[CH2:25]2. The catalyst class is: 23.